From a dataset of Peptide-MHC class I binding affinity with 185,985 pairs from IEDB/IMGT. Regression. Given a peptide amino acid sequence and an MHC pseudo amino acid sequence, predict their binding affinity value. This is MHC class I binding data. (1) The peptide sequence is VHPVHAGPIA. The MHC is HLA-A02:01 with pseudo-sequence HLA-A02:01. The binding affinity (normalized) is 0. (2) The peptide sequence is DTRGIFSAY. The MHC is HLA-B38:01 with pseudo-sequence HLA-B38:01. The binding affinity (normalized) is 0.0847. (3) The peptide sequence is KHVVWAANE. The MHC is Mamu-A20102 with pseudo-sequence Mamu-A20102. The binding affinity (normalized) is 0.260. (4) The peptide sequence is FQPQNGQTI. The MHC is H-2-Db with pseudo-sequence H-2-Db. The binding affinity (normalized) is 0.691. (5) The peptide sequence is RIRQGLERA. The MHC is HLA-B40:02 with pseudo-sequence HLA-B40:02. The binding affinity (normalized) is 0. (6) The peptide sequence is MWPLLLLLLAL. The MHC is Patr-A0901 with pseudo-sequence Patr-A0901. The binding affinity (normalized) is 0.164. (7) The peptide sequence is RIITILQDI. The MHC is HLA-A02:06 with pseudo-sequence HLA-A02:06. The binding affinity (normalized) is 0.935. (8) The peptide sequence is LMIVAKHER. The MHC is HLA-A31:01 with pseudo-sequence HLA-A31:01. The binding affinity (normalized) is 0.639. (9) The peptide sequence is MELPTGVHA. The MHC is HLA-B18:01 with pseudo-sequence HLA-B18:01. The binding affinity (normalized) is 0.0942. (10) The peptide sequence is SIQRRTLDL. The MHC is H-2-Kb with pseudo-sequence H-2-Kb. The binding affinity (normalized) is 0.186.